Dataset: Forward reaction prediction with 1.9M reactions from USPTO patents (1976-2016). Task: Predict the product of the given reaction. (1) Given the reactants [OH:1][CH:2]([CH2:14][O:15][C:16]1[CH:21]=[CH:20][CH:19]=[CH:18][CH:17]=1)[CH2:3][O:4][C:5]1[CH:10]=[CH:9][C:8]([CH2:11][C:12]#[N:13])=[CH:7][CH:6]=1, predict the reaction product. The product is: [O:1]=[C:2]([CH2:14][O:15][C:16]1[CH:21]=[CH:20][CH:19]=[CH:18][CH:17]=1)[CH2:3][O:4][C:5]1[CH:6]=[CH:7][C:8]([CH2:11][C:12]#[N:13])=[CH:9][CH:10]=1. (2) Given the reactants [CH:1]([C:4]1[C:5](OS(C(F)(F)F)(=O)=O)=[N:6][C:7]([O:12][CH3:13])=[N:8][C:9]=1[O:10][CH3:11])([CH3:3])[CH3:2].[N:22]1[C:31]2[C:26](=[CH:27][CH:28]=[CH:29][CH:30]=2)[CH:25]=[C:24](B(O)O)[CH:23]=1.C([O-])([O-])=O.[Na+].[Na+], predict the reaction product. The product is: [CH:1]([C:4]1[C:5]([C:24]2[CH:23]=[N:22][C:31]3[C:26]([CH:25]=2)=[CH:27][CH:28]=[CH:29][CH:30]=3)=[N:6][C:7]([O:12][CH3:13])=[N:8][C:9]=1[O:10][CH3:11])([CH3:3])[CH3:2]. (3) Given the reactants F[C:2]1[CH:7]=[CH:6][C:5]([C:8]2[O:9][C:10]3[CH:16]=[CH:15][CH:14]=[CH:13][C:11]=3[N:12]=2)=[CH:4][C:3]=1[N+:17]([O-])=O.C(=O)([O-])O.[Na+].[F:25][C:26]1[CH:32]=[CH:31][C:29]([NH2:30])=[CH:28][CH:27]=1.[H][H], predict the reaction product. The product is: [F:25][C:26]1[CH:32]=[CH:31][C:29]([NH:30][C:2]2[CH:7]=[CH:6][C:5]([C:8]3[O:9][C:10]4[CH:16]=[CH:15][CH:14]=[CH:13][C:11]=4[N:12]=3)=[CH:4][C:3]=2[NH2:17])=[CH:28][CH:27]=1. (4) The product is: [Br:1][C:2]1[CH:7]=[CH:6][C:5]([S:8][C:10]2[S:14][C:13]([C:15](=[O:17])[CH3:16])=[CH:12][C:11]=2[N+:18]([O-:20])=[O:19])=[CH:4][CH:3]=1. Given the reactants [Br:1][C:2]1[CH:7]=[CH:6][C:5]([SH:8])=[CH:4][CH:3]=1.Cl[C:10]1[S:14][C:13]([C:15](=[O:17])[CH3:16])=[CH:12][C:11]=1[N+:18]([O-:20])=[O:19], predict the reaction product. (5) Given the reactants [OH:1][C@:2]1([CH2:9][NH:10][C:11]([C:13]2[C:14]3[CH:15]=[CH:16][C:17](Cl)=[N:18][C:19]=3[CH:20]=[CH:21][C:22]=2[Cl:23])=[O:12])[CH2:7][CH2:6][CH2:5][C@@H:4]([CH3:8])[CH2:3]1.CC[N:27](C(C)C)C(C)C.[CH:34]([CH:37]1[CH2:41][CH2:40][N:39](N)[CH:38]1[CH3:43])([CH3:36])[CH3:35], predict the reaction product. The product is: [OH:1][C@:2]1([CH2:9][NH:10][C:11]([C:13]2[C:14]3[CH:15]=[CH:16][C:17]([N:39]4[CH2:40][CH2:41][CH:37]([CH:34]([CH3:36])[CH3:35])[C:38]4([CH3:43])[NH2:27])=[N:18][C:19]=3[CH:20]=[CH:21][C:22]=2[Cl:23])=[O:12])[CH2:7][CH2:6][CH2:5][C@@H:4]([CH3:8])[CH2:3]1. (6) Given the reactants Cl.[Br:2][C:3]1[CH:4]=[N:5][CH:6]=[C:7]([CH2:9]Cl)[CH:8]=1.[NH2:11][CH2:12][CH2:13][OH:14].C(=O)([O-])[O-].[K+].[K+].O, predict the reaction product. The product is: [NH3:5].[Br:2][C:3]1[CH:8]=[C:7]([CH2:9][NH:11][CH2:12][CH2:13][OH:14])[CH:6]=[N:5][CH:4]=1.